This data is from Full USPTO retrosynthesis dataset with 1.9M reactions from patents (1976-2016). The task is: Predict the reactants needed to synthesize the given product. (1) Given the product [Cl:1][C:2]1[CH:3]=[C:4]([CH2:5][NH:6][C:7]([C:9]2[N:10]=[C:11]([N:19]3[CH2:24][CH2:23][CH2:22][CH2:21][S:20]3(=[O:25])=[O:26])[N:12]([CH3:18])[C:13](=[O:17])[C:14]=2[OH:15])=[O:8])[CH:27]=[CH:28][C:29]=1[Cl:30], predict the reactants needed to synthesize it. The reactants are: [Cl:1][C:2]1[CH:3]=[C:4]([CH:27]=[CH:28][C:29]=1[Cl:30])[CH2:5][NH:6][C:7]([C:9]1[N:10]=[C:11]([N:19]2[CH2:24][CH2:23][CH2:22][CH2:21][S:20]2(=[O:26])=[O:25])[N:12]([CH3:18])[C:13](=[O:17])[C:14]=1[O:15]C)=[O:8].[I-].[Li+]. (2) Given the product [NH2:23][C:21](=[O:22])[C:20](=[O:24])[CH:19]([NH:18][C:13]([C@H:8]1[CH2:9][CH2:10][C:11](=[O:12])[N:7]1[CH2:6][C:5]1[CH:4]=[CH:3][C:2]([F:1])=[CH:17][CH:16]=1)=[O:15])[CH2:25][C:26]1[CH:27]=[CH:28][CH:29]=[CH:30][CH:31]=1, predict the reactants needed to synthesize it. The reactants are: [F:1][C:2]1[CH:17]=[CH:16][C:5]([CH2:6][N:7]2[C:11](=[O:12])[CH2:10][CH2:9][C@@H:8]2[C:13]([OH:15])=O)=[CH:4][CH:3]=1.[NH2:18][CH:19]([CH2:25][C:26]1[CH:31]=[CH:30][CH:29]=[CH:28][CH:27]=1)[CH:20]([OH:24])[C:21]([NH2:23])=[O:22].O[NH-].O=[N-]. (3) Given the product [Cl:18][C:12]1[C:13]([CH:24]=[O:27])=[CH:14][C:5]([O:4][CH2:1][C:2]2[CH:13]=[CH:14][CH:5]=[CH:6][CH:11]=2)=[C:6]([CH:11]=1)[C:19]([O:20][CH2:30][C:31]1[CH:36]=[CH:35][CH:34]=[CH:33][CH:32]=1)=[O:22], predict the reactants needed to synthesize it. The reactants are: [C:1]([O:4][C:5]1[CH:14]=[C:13](C(Br)Br)[C:12]([Cl:18])=[CH:11][C:6]=1C(OC)=O)(=O)[CH3:2].[C:19](=[O:22])([O-])[O-:20].[Ca+2].[C:24](=[O:27])([O-])[O-].[Cs+].[Cs+].[CH2:30](Br)[C:31]1[CH:36]=[CH:35][CH:34]=[CH:33][CH:32]=1. (4) Given the product [CH3:29][S:30]([O:1][C@@H:2]([CH3:28])[CH2:3][CH2:4][CH2:5][CH2:6][N:7]1[C:16](=[O:17])[C:15]2[NH:14][C:13]([CH2:18][NH:19][C:20]([O:22][C:23]([CH3:24])([CH3:26])[CH3:25])=[O:21])=[N:12][C:11]=2[N:10]([CH3:27])[C:8]1=[O:9])(=[O:32])=[O:31], predict the reactants needed to synthesize it. The reactants are: [OH:1][C@@H:2]([CH3:28])[CH2:3][CH2:4][CH2:5][CH2:6][N:7]1[C:16](=[O:17])[C:15]2[NH:14][C:13]([CH2:18][NH:19][C:20]([O:22][C:23]([CH3:26])([CH3:25])[CH3:24])=[O:21])=[N:12][C:11]=2[N:10]([CH3:27])[C:8]1=[O:9].[CH3:29][S:30](O[S:30]([CH3:29])(=[O:32])=[O:31])(=[O:32])=[O:31]. (5) Given the product [CH3:32][NH:33][C:3](=[O:27])[C:4]1[CH:9]=[CH:8][C:7]([O:10][CH2:11][C:12]2[C:13]([C:21]3[CH:26]=[CH:25][CH:24]=[CH:23][CH:22]=3)=[N:14][O:15][C:16]=2[C:17]([F:20])([F:19])[F:18])=[N:6][CH:5]=1, predict the reactants needed to synthesize it. The reactants are: CO[C:3](=[O:27])[C:4]1[CH:9]=[CH:8][C:7]([O:10][CH2:11][C:12]2[C:13]([C:21]3[CH:26]=[CH:25][CH:24]=[CH:23][CH:22]=3)=[N:14][O:15][C:16]=2[C:17]([F:20])([F:19])[F:18])=[N:6][CH:5]=1.COC(=O)C1C=CC(OCC2C(C3C=CC=C(F)C=3)=NOC=2C)=[N:33][CH:32]=1.CN. (6) Given the product [Cl:21][C:18]1[N:17]=[CH:16][C:15]([C:14]2[NH:13][C:3]3[C:4](=[O:12])[N:5]([CH2:9][CH2:10][CH3:11])[C:6](=[O:8])[NH:7][C:2]=3[N:1]=2)=[CH:20][CH:19]=1, predict the reactants needed to synthesize it. The reactants are: [NH2:1][C:2]1[NH:7][C:6](=[O:8])[N:5]([CH2:9][CH2:10][CH3:11])[C:4](=[O:12])[C:3]=1[NH:13][C:14](=O)[C:15]1[CH:20]=[CH:19][C:18]([Cl:21])=[N:17][CH:16]=1.O=P12OP3(OP(OP(O3)(O1)=O)(=O)O2)=O.O.